Task: Predict the reaction yield, written as a fraction of the theoretical maximum amount of product (1.0 means a 100% yield; for example, 0.34 means a 34% yield).. Dataset: Reaction yield outcomes from USPTO patents with 853,638 reactions (1) The reactants are C(C[CH2:4][CH2:5][CH2:6][S:7]([NH:10][CH3:11])(=[O:9])=[O:8])#N.Cl.[C:13]([OH:16])(=[O:15])[CH3:14]. No catalyst specified. The product is [CH3:11][NH:10][S:7]([CH2:6][CH2:5][CH2:4][CH2:14][C:13]([OH:16])=[O:15])(=[O:9])=[O:8]. The yield is 0.580. (2) The reactants are [CH2:1]([O:8][C:9](=[O:22])[NH:10][C@H:11]1[C:20]2[C:15](=[CH:16][CH:17]=[CH:18][CH:19]=2)[NH:14][C@@H:13]([CH3:21])[CH2:12]1)[C:2]1[CH:7]=[CH:6][CH:5]=[CH:4][CH:3]=1.C(N(C(C)C)CC)(C)C.[CH3:32][N:33]([CH3:43])[C:34]1[CH:42]=[CH:41][C:37]([C:38](Cl)=[O:39])=[CH:36][CH:35]=1.O. The catalyst is C(Cl)Cl. The product is [CH2:1]([O:8][C:9](=[O:22])[NH:10][C@H:11]1[C:20]2[C:15](=[CH:16][CH:17]=[CH:18][CH:19]=2)[N:14]([C:38](=[O:39])[C:37]2[CH:36]=[CH:35][C:34]([N:33]([CH3:32])[CH3:43])=[CH:42][CH:41]=2)[C@@H:13]([CH3:21])[CH2:12]1)[C:2]1[CH:7]=[CH:6][CH:5]=[CH:4][CH:3]=1. The yield is 0.890. (3) The reactants are [CH3:1][C:2]1[CH:3]=[C:4]([N:9]2[C:13](=[O:14])/[C:12](=[N:15]\[NH:16][C:17]3[C:18]([OH:32])=[C:19]([C:23]4[CH:28]=[CH:27][CH:26]=[C:25]([C:29]([OH:31])=[O:30])[CH:24]=4)[CH:20]=[CH:21][CH:22]=3)/[C:11]([CH3:33])=[N:10]2)[CH:5]=[CH:6][C:7]=1[CH3:8].[CH2:34]([CH2:36][NH2:37])[OH:35]. The catalyst is C(O)C. The product is [CH2:13]([CH2:12][NH2:15])[OH:14].[CH2:34]([CH2:36][NH2:37])[OH:35].[CH3:1][C:2]1[CH:3]=[C:4]([N:9]2[C:13](=[O:14])/[C:12](=[N:15]\[NH:16][C:17]3[C:18]([OH:32])=[C:19]([C:23]4[CH:28]=[CH:27][CH:26]=[C:25]([C:29]([OH:31])=[O:30])[CH:24]=4)[CH:20]=[CH:21][CH:22]=3)/[C:11]([CH3:33])=[N:10]2)[CH:5]=[CH:6][C:7]=1[CH3:8]. The yield is 0.960. (4) The reactants are [Cl:1][C:2]1[CH:3]=[C:4]([CH:9]2[C:18]3[C:13](=[CH:14][C:15]([C:20]4[CH:25]=[CH:24][CH:23]=[CH:22][N:21]=4)=[C:16]([F:19])[CH:17]=3)[CH2:12][N:11](C)[CH2:10]2)[CH:5]=[CH:6][C:7]=1[Cl:8].CN(C)C1C2C(=CC=CC=2N(C)C)C=CC=1. The catalyst is ClCCCl. The product is [Cl:1][C:2]1[CH:3]=[C:4]([CH:9]2[C:18]3[C:13](=[CH:14][C:15]([C:20]4[CH:25]=[CH:24][CH:23]=[CH:22][N:21]=4)=[C:16]([F:19])[CH:17]=3)[CH2:12][NH:11][CH2:10]2)[CH:5]=[CH:6][C:7]=1[Cl:8]. The yield is 0.0500. (5) The reactants are C([O:3][C:4](=[O:14])[C:5]([C:7]1[S:8][CH:9]=[C:10]([Br:13])[C:11]=1[Br:12])=[O:6])C.[OH-].[Na+].Cl. The catalyst is O. The product is [Br:12][C:11]1[C:10]([Br:13])=[CH:9][S:8][C:7]=1[C:5](=[O:6])[C:4]([OH:14])=[O:3]. The yield is 0.500. (6) The reactants are Br[C:2]1[CH:9]=[CH:8][C:5]([CH:6]=[O:7])=[CH:4][CH:3]=1.[C:10](=[O:15])([O:12][CH2:13][CH3:14])[NH2:11].C(=O)([O-])[O-].[Cs+].[Cs+]. The catalyst is O1CCCC1.C(OCC)(=O)C.C1C=CC(/C=C/C(/C=C/C2C=CC=CC=2)=O)=CC=1.C1C=CC(/C=C/C(/C=C/C2C=CC=CC=2)=O)=CC=1.[Pd].C1(P(C2C=CC=CC=2)C2C3OC4C(=CC=CC=4P(C4C=CC=CC=4)C4C=CC=CC=4)C(C)(C)C=3C=CC=2)C=CC=CC=1. The product is [CH2:13]([O:12][C:10](=[O:15])[NH:11][C:2]1[CH:9]=[CH:8][C:5]([CH:6]=[O:7])=[CH:4][CH:3]=1)[CH3:14]. The yield is 0.963. (7) The reactants are O[C:2]1[CH:7]=[CH:6][CH:5]=[CH:4][C:3]=1[NH:8][C:9]1[CH:17]=[CH:16][CH:15]=[CH:14][C:10]=1[C:11]([OH:13])=[O:12].C1(C)C=CC(S(O)(=O)=O)=CC=1.O. The catalyst is C1(C)C=CC=CC=1. The product is [CH:14]1[C:10]2[C:11](=[O:13])[O:12][C:2]3[CH:7]=[CH:6][CH:5]=[CH:4][C:3]=3[NH:8][C:9]=2[CH:17]=[CH:16][CH:15]=1. The yield is 0.530. (8) The catalyst is C1COCC1. The product is [Cl:1][C:2]1[CH:3]=[C:4]([CH2:19][C:20]([OH:22])=[O:21])[CH:5]=[CH:6][C:7]=1[NH:8][C:9]([NH:11][C:12]1[CH:17]=[CH:16][CH:15]=[CH:14][C:13]=1[CH3:18])=[O:10]. The reactants are [Cl:1][C:2]1[CH:3]=[C:4]([CH2:19][C:20]([O:22]C)=[O:21])[CH:5]=[CH:6][C:7]=1[NH:8][C:9]([NH:11][C:12]1[CH:17]=[CH:16][CH:15]=[CH:14][C:13]=1[CH3:18])=[O:10].[OH-].[Na+]. The yield is 1.00. (9) The reactants are [CH:1]1([NH:4][C:5]([C:7]2[N:8]=[N:9][N:10]([C:16]3[CH:21]=[CH:20][C:19]([C:22]([NH:24][CH:25]4[CH2:27][CH2:26]4)=[O:23])=[CH:18][CH:17]=3)[C:11]=2[CH2:12][CH2:13][CH2:14]O)=[O:6])[CH2:3][CH2:2]1.C(N(CC)CC)C.CS(Cl)(=O)=O.O.[F-:41].C([N+](CCCC)(CCCC)CCCC)CCC. The catalyst is ClCCl. The product is [CH:1]1([NH:4][C:5]([C:7]2[N:8]=[N:9][N:10]([C:16]3[CH:21]=[CH:20][C:19]([C:22]([NH:24][CH:25]4[CH2:27][CH2:26]4)=[O:23])=[CH:18][CH:17]=3)[C:11]=2[CH2:12][CH2:13][CH2:14][F:41])=[O:6])[CH2:3][CH2:2]1. The yield is 0.370.